From a dataset of Forward reaction prediction with 1.9M reactions from USPTO patents (1976-2016). Predict the product of the given reaction. (1) Given the reactants C[O:2][C:3](=O)[C:4]([C:12]1[CH:17]=[CH:16][C:15]([Br:18])=[CH:14][C:13]=1[N+:19]([O-])=O)([C:6]1[CH:11]=[CH:10][CH:9]=[CH:8][CH:7]=1)[CH3:5], predict the reaction product. The product is: [Br:18][C:15]1[CH:14]=[C:13]2[C:12]([C:4]([CH3:5])([C:6]3[CH:11]=[CH:10][CH:9]=[CH:8][CH:7]=3)[C:3](=[O:2])[NH:19]2)=[CH:17][CH:16]=1. (2) Given the reactants [NH:1]1[C:5](=[O:6])[CH2:4][CH2:3][C@H:2]1[C:7]([OH:9])=[O:8].[CH2:10]=[CH:11][C:12]1[CH:17]=[CH:16][CH:15]=[CH:14][CH:13]=1.[CH2:18]=[CH:19][CH:20]=[CH2:21].CN(CCN(C)C)C.[Li]CCCC, predict the reaction product. The product is: [NH:1]1[C:5](=[O:6])[CH2:4][CH2:3][C@H:2]1[C:7]([OH:9])=[O:8].[CH2:10]=[CH:11][C:12]1[CH:17]=[CH:16][CH:15]=[CH:14][CH:13]=1.[CH2:18]=[CH:19][CH:20]=[CH2:21]. (3) Given the reactants [CH3:1][O:2][C:3]1[C:12]2[C:7](=[CH:8][CH:9]=[C:10]([C:13]([OH:15])=O)[CH:11]=2)[N:6]=[C:5]([CH2:16][CH2:17][CH3:18])[CH:4]=1.C(Cl)CCl.C1C=CC2N(O)N=NC=2C=1.[F:33][C:34]([F:44])([F:43])[C:35]1[CH:42]=[CH:41][C:38]([CH2:39][NH2:40])=[CH:37][CH:36]=1, predict the reaction product. The product is: [CH3:1][O:2][C:3]1[C:12]2[C:7](=[CH:8][CH:9]=[C:10]([C:13]([NH:40][CH2:39][C:38]3[CH:37]=[CH:36][C:35]([C:34]([F:33])([F:43])[F:44])=[CH:42][CH:41]=3)=[O:15])[CH:11]=2)[N:6]=[C:5]([CH2:16][CH2:17][CH3:18])[CH:4]=1. (4) The product is: [CH2:1]([O:8][C:9]1[N:10]=[N:11][C:12]([CH2:31][CH:25]2[CH2:30][CH2:29][CH2:28][CH2:27][CH2:26]2)=[CH:13][C:14]=1[O:15][CH2:16][C:17]1[CH:22]=[CH:21][CH:20]=[CH:19][CH:18]=1)[C:2]1[CH:7]=[CH:6][CH:5]=[CH:4][CH:3]=1. Given the reactants [CH2:1]([O:8][C:9]1[N:10]=[N:11][C:12](Cl)=[CH:13][C:14]=1[O:15][CH2:16][C:17]1[CH:22]=[CH:21][CH:20]=[CH:19][CH:18]=1)[C:2]1[CH:7]=[CH:6][CH:5]=[CH:4][CH:3]=1.[Br-].[CH:25]1([CH2:31][Zn+])[CH2:30][CH2:29][CH2:28][CH2:27][CH2:26]1, predict the reaction product. (5) Given the reactants C(OC(=O)C[C@@H](N1C=[CH:28][C:27]([C:30]2[CH:35]=[CH:34][C:33]([C:36]3[CH:41]=[CH:40][CH:39]=[CH:38][CH:37]=3)=[CH:32][CH:31]=2)=[CH:26]1)C(N[C@@H](CC1C=CC=CC=1)CO)=O)C1C=CC=CC=1.[CH2:43]([O:50][C:51](=[O:72])[CH2:52][C@@H:53]([NH:64][C:65](OC(C)(C)C)=O)[C:54]([NH:56][C@@H:57]1[CH2:62][CH2:61][CH2:60][CH2:59][C@H:58]1[OH:63])=[O:55])[C:44]1[CH:49]=[CH:48][CH:47]=[CH:46][CH:45]=1.C1(C2C=CC=CC=2)C=CC(C2CC(OC)OC2OC)=CC=1, predict the reaction product. The product is: [CH2:43]([O:50][C:51](=[O:72])[CH2:52][C@@H:53]([N:64]1[CH:65]=[CH:26][C:27]([C:30]2[CH:35]=[CH:34][C:33]([C:36]3[CH:41]=[CH:40][CH:39]=[CH:38][CH:37]=3)=[CH:32][CH:31]=2)=[CH:28]1)[C:54]([NH:56][C@@H:57]1[CH2:62][CH2:61][CH2:60][CH2:59][C@H:58]1[OH:63])=[O:55])[C:44]1[CH:45]=[CH:46][CH:47]=[CH:48][CH:49]=1. (6) Given the reactants Br[C:2]1[CH:7]=[C:6]([O:8][CH:9]([F:11])[F:10])[CH:5]=[CH:4][C:3]=1[NH:12][CH:13]=[O:14].[Si:15]([O:22][C:23]1[CH:29]=[CH:28][C:26]([NH2:27])=[CH:25][CH:24]=1)([C:18]([CH3:21])([CH3:20])[CH3:19])([CH3:17])[CH3:16], predict the reaction product. The product is: [Si:15]([O:22][C:23]1[CH:29]=[CH:28][C:26]([NH:27][C:2]2[CH:7]=[C:6]([O:8][CH:9]([F:11])[F:10])[CH:5]=[CH:4][C:3]=2[NH:12][CH:13]=[O:14])=[CH:25][CH:24]=1)([C:18]([CH3:21])([CH3:20])[CH3:19])([CH3:17])[CH3:16]. (7) Given the reactants [C:1]([N:8]([C:13]12[CH2:22][C:17]3([CH3:23])[CH2:18][CH:19]([CH2:21][C:15]([CH3:24])([CH2:16]3)[CH2:14]1)[CH2:20]2)[CH2:9][C:10]([OH:12])=[O:11])([O:3][C:4]([CH3:7])([CH3:6])[CH3:5])=[O:2].[O-:25][Mn](=O)(=O)=O.[K+].Cl, predict the reaction product. The product is: [C:1]([N:8]([C:13]12[CH2:14][C:15]3([CH3:24])[CH2:16][C:17]([CH3:23])([CH2:18][C:19]([OH:25])([CH2:21]3)[CH2:20]1)[CH2:22]2)[CH2:9][C:10]([OH:12])=[O:11])([O:3][C:4]([CH3:7])([CH3:6])[CH3:5])=[O:2].